From a dataset of Full USPTO retrosynthesis dataset with 1.9M reactions from patents (1976-2016). Predict the reactants needed to synthesize the given product. Given the product [C:1]([O:5][C:6]([N:8]1[CH2:9][CH:10]2[CH2:11][CH:12]([C:14](=[O:16])[O:19][C:17]2=[O:18])[CH2:13]1)=[O:7])([CH3:2])([CH3:3])[CH3:4], predict the reactants needed to synthesize it. The reactants are: [C:1]([O:5][C:6]([N:8]1[CH2:13][CH:12]([C:14]([OH:16])=O)[CH2:11][CH:10]([C:17]([OH:19])=[O:18])[CH2:9]1)=[O:7])([CH3:4])([CH3:3])[CH3:2].